From a dataset of Catalyst prediction with 721,799 reactions and 888 catalyst types from USPTO. Predict which catalyst facilitates the given reaction. Reactant: [CH3:1][O:2][C:3]1[CH:12]=[CH:11][C:10]([C:13]2[CH:18]=[CH:17][CH:16]=[CH:15][CH:14]=2)=[CH:9][C:4]=1[C:5]([O:7]C)=[O:6].Cl. Product: [CH3:1][O:2][C:3]1[CH:12]=[CH:11][C:10]([C:13]2[CH:18]=[CH:17][CH:16]=[CH:15][CH:14]=2)=[CH:9][C:4]=1[C:5]([OH:7])=[O:6]. The catalyst class is: 38.